From a dataset of Catalyst prediction with 721,799 reactions and 888 catalyst types from USPTO. Predict which catalyst facilitates the given reaction. Reactant: C1(P(C2C=CC=CC=2)C2C=CC=CC=2)C=CC=CC=1.[C:20]([Br:24])(Br)(Br)Br.[C:25]([C:29]1[CH:34]=[CH:33][C:32](/[C:35](/[C:39]2[CH:44]=[CH:43][C:42]([Cl:45])=[C:41]([O:46][CH3:47])[N:40]=2)=[CH:36]\CO)=[CH:31][CH:30]=1)([CH3:28])([CH3:27])[CH3:26].O. Product: [Br:24][CH2:20]/[CH:36]=[C:35](/[C:39]1[N:40]=[C:41]([O:46][CH3:47])[C:42]([Cl:45])=[CH:43][CH:44]=1)\[C:32]1[CH:31]=[CH:30][C:29]([C:25]([CH3:28])([CH3:26])[CH3:27])=[CH:34][CH:33]=1. The catalyst class is: 7.